Dataset: Orexin1 receptor HTS with 218,158 compounds and 233 confirmed actives. Task: Binary Classification. Given a drug SMILES string, predict its activity (active/inactive) in a high-throughput screening assay against a specified biological target. The molecule is S1CC(=O)N(C(C)C(O)=O)c2c1nccc2. The result is 0 (inactive).